Dataset: Reaction yield outcomes from USPTO patents with 853,638 reactions. Task: Predict the reaction yield, written as a fraction of the theoretical maximum amount of product (1.0 means a 100% yield; for example, 0.34 means a 34% yield). (1) The reactants are [Cl:1][C:2]1[N:7]=[C:6]([C:8]2[NH:9][C:10]3[C:15]([CH:16]=2)=[CH:14][CH:13]=[CH:12][CH:11]=3)[C:5]([OH:17])=[CH:4][CH:3]=1.C1C(=O)N([Cl:25])C(=O)C1. The catalyst is CC(C)=O. The product is [Cl:1][C:2]1[N:7]=[C:6]([C:8]2[NH:9][C:10]3[C:15]([C:16]=2[Cl:25])=[CH:14][CH:13]=[CH:12][CH:11]=3)[C:5]([OH:17])=[CH:4][CH:3]=1. The yield is 0.647. (2) The reactants are Br[C:2]1[O:18][C:5]2[N:6]=[C:7]([S:16][CH3:17])[N:8]([CH2:11][C:12]([F:15])([F:14])[F:13])[C:9](=[O:10])[C:4]=2[C:3]=1[C:19]1[CH:24]=[CH:23][CH:22]=[CH:21][CH:20]=1.C([O-])([O-])=O.[K+].[K+].CC1(C)C(C)(C)OB([C:39]2[CH:44]=[CH:43][C:42]([C:45]3([NH:49][C:50](=[O:56])[O:51][C:52]([CH3:55])([CH3:54])[CH3:53])[CH2:48][CH2:47][CH2:46]3)=[CH:41][CH:40]=2)O1.N#N. The catalyst is COCCOC.O.CCOC(C)=O.C1C=CC([P]([Pd]([P](C2C=CC=CC=2)(C2C=CC=CC=2)C2C=CC=CC=2)([P](C2C=CC=CC=2)(C2C=CC=CC=2)C2C=CC=CC=2)[P](C2C=CC=CC=2)(C2C=CC=CC=2)C2C=CC=CC=2)(C2C=CC=CC=2)C2C=CC=CC=2)=CC=1. The product is [CH3:17][S:16][C:7]1[N:8]([CH2:11][C:12]([F:15])([F:14])[F:13])[C:9](=[O:10])[C:4]2[C:3]([C:19]3[CH:24]=[CH:23][CH:22]=[CH:21][CH:20]=3)=[C:2]([C:39]3[CH:40]=[CH:41][C:42]([C:45]4([NH:49][C:50](=[O:56])[O:51][C:52]([CH3:54])([CH3:53])[CH3:55])[CH2:46][CH2:47][CH2:48]4)=[CH:43][CH:44]=3)[O:18][C:5]=2[N:6]=1. The yield is 0.730.